The task is: Regression. Given a peptide amino acid sequence and an MHC pseudo amino acid sequence, predict their binding affinity value. This is MHC class I binding data.. This data is from Peptide-MHC class I binding affinity with 185,985 pairs from IEDB/IMGT. The peptide sequence is VGNWYVKF. The MHC is Mamu-B52 with pseudo-sequence Mamu-B52. The binding affinity (normalized) is 0.829.